Dataset: Reaction yield outcomes from USPTO patents with 853,638 reactions. Task: Predict the reaction yield, written as a fraction of the theoretical maximum amount of product (1.0 means a 100% yield; for example, 0.34 means a 34% yield). (1) The product is [CH3:13][C:14]([CH3:18])([CH3:17])[C:15]#[C:16][C:2]1[CH:7]=[C:6]([N+:8]([O-:10])=[O:9])[CH:5]=[C:4]([F:11])[C:3]=1[NH2:12]. The yield is 0.360. The catalyst is CCN(CC)CC.[Cu]I.Cl[Pd](Cl)([P](C1C=CC=CC=1)(C1C=CC=CC=1)C1C=CC=CC=1)[P](C1C=CC=CC=1)(C1C=CC=CC=1)C1C=CC=CC=1. The reactants are Br[C:2]1[CH:7]=[C:6]([N+:8]([O-:10])=[O:9])[CH:5]=[C:4]([F:11])[C:3]=1[NH2:12].[CH3:13][C:14]([CH3:18])([CH3:17])[C:15]#[CH:16]. (2) The reactants are Br[C:2]1[CH:10]=[C:9]2[C:5]([C:6]3[CH2:17][N:16]4[CH:12]([CH2:13][CH2:14][CH2:15]4)[CH2:11][C:7]=3[NH:8]2)=[CH:4][CH:3]=1.[Cl:18][C:19]1[CH:33]=[CH:32][C:22]([CH2:23][O:24][C:25]2[CH:30]=[CH:29][NH:28][C:27](=[O:31])[CH:26]=2)=[C:21]([F:34])[CH:20]=1. No catalyst specified. The product is [ClH:18].[Cl:18][C:19]1[CH:33]=[CH:32][C:22]([CH2:23][O:24][C:25]2[CH:30]=[CH:29][N:28]([C:2]3[CH:10]=[C:9]4[C:5]([C:6]5[CH2:17][N:16]6[CH:12]([CH2:13][CH2:14][CH2:15]6)[CH2:11][C:7]=5[NH:8]4)=[CH:4][CH:3]=3)[C:27](=[O:31])[CH:26]=2)=[C:21]([F:34])[CH:20]=1. The yield is 0.200.